Dataset: M1 muscarinic receptor antagonist screen with 61,756 compounds. Task: Binary Classification. Given a drug SMILES string, predict its activity (active/inactive) in a high-throughput screening assay against a specified biological target. (1) The compound is o1c(nc2c1cc(cc2)C)CCc1oc2c(n1)ccc(c2)C. The result is 0 (inactive). (2) The compound is O=C(N1CCN(CC1)C(=O)COc1ccccc1)Cc1ccccc1. The result is 0 (inactive). (3) The compound is o1c2CCc3c(n(nc3)CC(O)=O)c2cc1. The result is 0 (inactive). (4) The compound is O(c1c(C(=O)Nc2c(cc(NC(=O)CC)nc2)C)cccc1)C. The result is 0 (inactive). (5) The molecule is O=c1[nH]c(=O)n(c2nc(n(CCCc3ccccc3)c12)CN1CCN(CC1)c1ccc(OC)cc1)C. The result is 0 (inactive). (6) The drug is Clc1ccc(CNC(=O)c2noc3CCCCCc23)cc1. The result is 0 (inactive). (7) The drug is s1c(N2CCC(CC2)C(=O)Nc2ccccc2)ncc1. The result is 0 (inactive).